From a dataset of Full USPTO retrosynthesis dataset with 1.9M reactions from patents (1976-2016). Predict the reactants needed to synthesize the given product. (1) Given the product [CH:12]([O:6][C:5](=[O:7])[C:4]1[CH:8]=[C:9]([CH3:11])[N:10]=[C:2]([Cl:1])[CH:3]=1)([CH3:14])[CH3:13], predict the reactants needed to synthesize it. The reactants are: [Cl:1][C:2]1[CH:3]=[C:4]([CH:8]=[C:9]([CH3:11])[N:10]=1)[C:5]([OH:7])=[O:6].[CH:12](O)([CH3:14])[CH3:13]. (2) Given the product [C:1]([O:5][C:6]([N:8]1[CH2:25][CH2:24][N:11]2[C:12](=[O:23])[C:13]3[C:18]([CH:10]2[CH:9]1[CH3:26])=[CH:17][CH:16]=[CH:15][C:14]=3[C:19]([F:21])([F:20])[F:22])=[O:7])([CH3:4])([CH3:2])[CH3:3], predict the reactants needed to synthesize it. The reactants are: [C:1]([O:5][C:6]([N:8]1[CH2:25][CH2:24][N:11]2[C:12](=[O:23])[C:13]3[C:18]([C:10]2=[C:9]1[CH3:26])=[CH:17][CH:16]=[CH:15][C:14]=3[C:19]([F:22])([F:21])[F:20])=[O:7])([CH3:4])([CH3:3])[CH3:2]. (3) Given the product [Cl:1][C:2]1[CH:3]=[C:4]([CH:8]([NH:11][C:12]2[O:13][C:14]3[C:20]([O:21][CH3:22])=[CH:19][C:18]([C:23]([OH:25])=[O:24])=[CH:17][C:15]=3[N:16]=2)[CH2:9][F:10])[CH:5]=[CH:6][CH:7]=1, predict the reactants needed to synthesize it. The reactants are: [Cl:1][C:2]1[CH:3]=[C:4]([CH:8]([NH:11][C:12]2[O:13][C:14]3[C:20]([O:21][CH3:22])=[CH:19][C:18]([C:23]([O:25]C)=[O:24])=[CH:17][C:15]=3[N:16]=2)[CH2:9][F:10])[CH:5]=[CH:6][CH:7]=1.[OH-].[Na+]. (4) Given the product [NH2:1][C:2]1[C:7]([C:8]#[N:9])=[C:6]([S:10][CH3:11])[C:5]([C:12]#[N:13])=[C:4]([S:14][CH2:21][C:22]2[N:23]=[C:24]([C:27]3[CH:32]=[CH:31][C:30]([Cl:33])=[CH:29][CH:28]=3)[S:25][CH:26]=2)[N:3]=1, predict the reactants needed to synthesize it. The reactants are: [NH2:1][C:2]1[C:7]([C:8]#[N:9])=[C:6]([S:10][CH3:11])[C:5]([C:12]#[N:13])=[C:4]([SH:14])[N:3]=1.C(=O)(O)[O-].[Na+].Cl[CH2:21][C:22]1[N:23]=[C:24]([C:27]2[CH:32]=[CH:31][C:30]([Cl:33])=[CH:29][CH:28]=2)[S:25][CH:26]=1. (5) Given the product [OH:34][CH2:33][CH2:29][O:32][CH2:22][CH2:21][N:23]1[CH2:24][CH2:25][N:26]([C:2]2[C:8]3[CH:9]=[CH:10][CH:11]=[CH:12][C:7]=3[S:6][C:5]3[CH:13]=[CH:14][CH:15]=[CH:16][C:4]=3[N:3]=2)[CH2:27][CH2:28]1, predict the reactants needed to synthesize it. The reactants are: Cl[C:2]1[C:8]2[CH:9]=[CH:10][CH:11]=[CH:12][C:7]=2[S:6][C:5]2[CH:13]=[CH:14][CH:15]=[CH:16][C:4]=2[N:3]=1.OCCO[CH:21]([N:23]1[CH2:28][CH2:27][NH:26][CH2:25][CH2:24]1)[CH3:22].[C:29](=[O:32])(O)[O-].[C:33](=O)(O)[OH:34].[Na+].Cl. (6) Given the product [F:1][C:2]([CH3:20])([CH3:19])[CH2:3][N:4]1[CH2:9][CH2:8][CH:7]([CH2:10][O:11][C:12]2[N:13]=[CH:14][C:15]([C:28]3[CH:29]=[CH:30][C:25]([C:23]([O:22][CH3:21])=[O:24])=[CH:26][CH:27]=3)=[N:16][CH:17]=2)[CH2:6][CH2:5]1, predict the reactants needed to synthesize it. The reactants are: [F:1][C:2]([CH3:20])([CH3:19])[CH2:3][N:4]1[CH2:9][CH2:8][CH:7]([CH2:10][O:11][C:12]2[CH:17]=[N:16][C:15](I)=[CH:14][N:13]=2)[CH2:6][CH2:5]1.[CH3:21][O:22][C:23]([C:25]1[CH:30]=[CH:29][C:28](B(O)O)=[CH:27][CH:26]=1)=[O:24].C([O-])([O-])=O.[Cs+].[Cs+].COCCOC.